The task is: Predict the reactants needed to synthesize the given product.. This data is from Full USPTO retrosynthesis dataset with 1.9M reactions from patents (1976-2016). (1) Given the product [CH3:25][C:10]1([CH3:26])[CH2:9][C:8]2[C:13](=[CH:14][CH:15]=[C:6]([C:4]([OH:5])=[O:3])[CH:7]=2)[NH:12][CH:11]1[C:16]1[CH:21]=[CH:20][CH:19]=[C:18]([N+:22]([O-:24])=[O:23])[CH:17]=1, predict the reactants needed to synthesize it. The reactants are: C([O:3][C:4]([C:6]1[CH:7]=[C:8]2[C:13](=[CH:14][CH:15]=1)[NH:12][CH:11]([C:16]1[CH:21]=[CH:20][CH:19]=[C:18]([N+:22]([O-:24])=[O:23])[CH:17]=1)[C:10]([CH3:26])([CH3:25])[CH2:9]2)=[O:5])C.Cl. (2) Given the product [NH:20]([C:24]1[CH:33]=[C:32]([C:34]([NH:36][N:37]=[C:17]([C:14]2[C:15]([OH:16])=[C:11]([C:8]3[CH:9]=[CH:10][C:5]([C:1]([CH3:4])([CH3:3])[CH3:2])=[CH:6][CH:7]=3)[S:12][CH:13]=2)[CH3:19])=[O:35])[CH:31]=[CH:30][C:25]=1[C:26]([O:28][CH3:29])=[O:27])[C:21]([CH3:23])=[O:22], predict the reactants needed to synthesize it. The reactants are: [C:1]([C:5]1[CH:10]=[CH:9][C:8]([C:11]2[S:12][CH:13]=[C:14]([C:17]([CH3:19])=O)[C:15]=2[OH:16])=[CH:7][CH:6]=1)([CH3:4])([CH3:3])[CH3:2].[NH:20]([C:24]1[CH:33]=[C:32]([C:34]([NH:36][NH2:37])=[O:35])[CH:31]=[CH:30][C:25]=1[C:26]([O:28][CH3:29])=[O:27])[C:21]([CH3:23])=[O:22].O.S(C1C=CC(C)=CC=1)(O)(=O)=O. (3) Given the product [ClH:18].[NH2:11][CH2:10][C:9](=[O:13])[CH2:8][C:6]1[CH:7]=[C:2]([Br:1])[CH:3]=[CH:4][C:5]=1[Cl:18], predict the reactants needed to synthesize it. The reactants are: [Br:1][C:2]1[CH:3]=[CH:4][C:5]([Cl:18])=[C:6]([CH2:8][C:9]2[O:13]C=[N:11][C:10]=2C(OC)=O)[CH:7]=1. (4) Given the product [CH2:1]1[C:10]2[C:5](=[CH:6][CH:7]=[CH:8][CH:9]=2)[CH2:4][CH2:3][N:2]1[S:11]([C:14]1[CH:21]=[CH:20][C:17]([CH2:18][N:32]2[CH2:31][CH2:30][N:29]([C:22]([O:24][C:25]([CH3:28])([CH3:27])[CH3:26])=[O:23])[CH2:34][CH2:33]2)=[CH:16][CH:15]=1)(=[O:13])=[O:12], predict the reactants needed to synthesize it. The reactants are: [CH2:1]1[C:10]2[C:5](=[CH:6][CH:7]=[CH:8][CH:9]=2)[CH2:4][CH2:3][N:2]1[S:11]([C:14]1[CH:21]=[CH:20][C:17]([CH:18]=O)=[CH:16][CH:15]=1)(=[O:13])=[O:12].[C:22]([N:29]1[CH2:34][CH2:33][NH:32][CH2:31][CH2:30]1)([O:24][C:25]([CH3:28])([CH3:27])[CH3:26])=[O:23]. (5) Given the product [N:29]1([CH2:28][CH2:24][O:23][C:20]2[CH:21]=[CH:22][C:17]([C:15]3[CH:14]=[N:13][C:12]4[N:11]([N:10]=[CH:9][C:8]=4[C:5]4[CH:6]=[CH:7][S:3][CH:4]=4)[CH:16]=3)=[CH:18][CH:19]=2)[CH2:34][CH2:33][CH2:32][CH2:31][CH2:30]1, predict the reactants needed to synthesize it. The reactants are: [H-].[Na+].[S:3]1[CH:7]=[CH:6][C:5]([C:8]2[CH:9]=[N:10][N:11]3[CH:16]=[C:15]([C:17]4[CH:22]=[CH:21][C:20]([O:23][CH3:24])=[CH:19][CH:18]=4)[CH:14]=[N:13][C:12]=23)=[CH:4]1.Cl.ClC[CH2:28][N:29]1[CH2:34][CH2:33][CH2:32][CH2:31][CH2:30]1. (6) The reactants are: C(OC([N:8]1[CH:13]2[CH2:14][CH2:15][CH:9]1[CH2:10][C:11]([C:17]1[C:22]([Cl:23])=[CH:21][N:20]=[CH:19][N:18]=1)([OH:16])[CH2:12]2)=O)(C)(C)C. Given the product [ClH:23].[Cl:23][C:22]1[C:17]([C:11]2([OH:16])[CH2:12][CH:13]3[NH:8][CH:9]([CH2:15][CH2:14]3)[CH2:10]2)=[N:18][CH:19]=[N:20][CH:21]=1, predict the reactants needed to synthesize it.